Dataset: Full USPTO retrosynthesis dataset with 1.9M reactions from patents (1976-2016). Task: Predict the reactants needed to synthesize the given product. (1) Given the product [Cl:11][C:12]1[CH:18]=[CH:17][C:15]([NH:16][C:4]([C:3]2[C:2]([SH:1])=[N:10][CH:9]=[CH:8][CH:7]=2)=[O:6])=[CH:14][CH:13]=1, predict the reactants needed to synthesize it. The reactants are: [SH:1][C:2]1[N:10]=[CH:9][CH:8]=[CH:7][C:3]=1[C:4]([OH:6])=O.[Cl:11][C:12]1[CH:18]=[CH:17][C:15]([NH2:16])=[CH:14][CH:13]=1.C(N(CC)C(C)C)(C)C.O. (2) Given the product [Br-:1].[OH:2][C@@H:3]1[CH:8]2[CH2:9][CH2:10][N+:5]([CH2:11][C:12](=[O:19])[NH:13][C:14]3[C:18]([C:20]4[CH:25]=[CH:24][CH:23]=[CH:22][CH:21]=4)=[CH:17][O:16][N:15]=3)([CH2:6][CH2:7]2)[CH2:4]1, predict the reactants needed to synthesize it. The reactants are: [Br-:1].[OH:2][C@@H:3]1[CH:8]2[CH2:9][CH2:10][N+:5]([CH2:11][C:12](=[O:19])[NH:13][C:14]3[CH:18]=[CH:17][O:16][N:15]=3)([CH2:6][CH2:7]2)[CH2:4]1.[C:20]1(C2C(N)=NOC=2)[CH:25]=[CH:24][CH:23]=[CH:22][CH:21]=1. (3) Given the product [CH3:1][CH:2]1[CH2:8][C:7]2[CH:9]=[C:10]3[O:15][CH2:14][O:13][C:11]3=[CH:12][C:6]=2[C:5]([C:16]2[CH:17]=[CH:18][C:19]([N+:22]([O-:24])=[O:23])=[CH:20][CH:21]=2)=[N:4][N:3]1[C:25]1[S:28][N:36]=[N:27][N:26]=1, predict the reactants needed to synthesize it. The reactants are: [CH3:1][CH:2]1[CH2:8][C:7]2[CH:9]=[C:10]3[O:15][CH2:14][O:13][C:11]3=[CH:12][C:6]=2[C:5]([C:16]2[CH:21]=[CH:20][C:19]([N+:22]([O-:24])=[O:23])=[CH:18][CH:17]=2)=[N:4][N:3]1[C:25](=[S:28])[NH:26][NH2:27].FC(F)(F)C(O)=O.[N:36]([O-])=O.[Na+]. (4) Given the product [Cl:25][C:26]1[N:30]2[N:31]=[C:32]([C:5]3[CH:6]=[CH:7][C:2]([F:1])=[CH:3][CH:4]=3)[CH:33]=[CH:34][C:29]2=[N:28][N:27]=1, predict the reactants needed to synthesize it. The reactants are: [F:1][C:2]1[CH:7]=[CH:6][C:5](B(O)O)=[CH:4][CH:3]=1.O.O.O.O.O.O.O.O.[OH-].[Ba+2].[OH-].ClCCl.[Cl:25][C:26]1[N:30]2[N:31]=[C:32](Cl)[CH:33]=[CH:34][C:29]2=[N:28][N:27]=1. (5) Given the product [F:1][C:2]1[CH:7]=[C:6]([O:8][C:9]([F:11])([F:12])[F:10])[CH:5]=[CH:4][C:3]=1[N:13]1[CH:18]=[C:17]([O:19][CH3:20])[C:16](=[O:21])[C:15]([C:22]([OH:24])=[O:23])=[N:14]1, predict the reactants needed to synthesize it. The reactants are: [F:1][C:2]1[CH:7]=[C:6]([O:8][C:9]([F:12])([F:11])[F:10])[CH:5]=[CH:4][C:3]=1[N:13]1[CH:18]=[C:17]([O:19][CH3:20])[C:16](=[O:21])[C:15]([C:22]([O:24]C)=[O:23])=[N:14]1.[OH-].[Na+].Cl. (6) The reactants are: [OH:1][C:2]1[CH:7]=[CH:6][C:5]([C:8]([C:17]2[CH:22]=[CH:21][C:20]([OH:23])=[CH:19][CH:18]=2)([C:13]([F:16])([F:15])[F:14])[C:9]([F:12])([F:11])[F:10])=[CH:4][CH:3]=1.[F:24][C:25]([F:38])([F:37])[S:26](O[S:26]([C:25]([F:38])([F:37])[F:24])(=[O:28])=[O:27])(=[O:28])=[O:27].[OH2:39].Cl. Given the product [F:24][C:25]([F:38])([F:37])[S:26]([O:1][C:2]1[CH:7]=[CH:6][C:5]([C:8]([C:17]2[CH:18]=[CH:19][C:20]([O:23][S:26]([C:25]([F:24])([F:37])[F:38])(=[O:27])=[O:28])=[CH:21][CH:22]=2)([C:9]([F:10])([F:11])[F:12])[C:13]([F:14])([F:15])[F:16])=[CH:4][CH:3]=1)(=[O:27])=[O:39], predict the reactants needed to synthesize it. (7) The reactants are: [N+:1]([C:4]1[CH:9]=[CH:8][C:7]([C:10]2[O:14][C:13]([OH:15])=[N:12][N:11]=2)=[CH:6][CH:5]=1)([O-])=O.[H][H]. Given the product [NH2:1][C:4]1[CH:5]=[CH:6][C:7]([C:10]2[O:14][C:13]([OH:15])=[N:12][N:11]=2)=[CH:8][CH:9]=1, predict the reactants needed to synthesize it. (8) Given the product [Cl:1][C:2]1[CH:7]=[CH:6][C:5]([NH:8][C:9](=[O:34])[N:10]([CH2:19][CH2:20][CH:21]([C:28]2[CH:29]=[CH:30][CH:31]=[CH:32][CH:33]=2)[C:22]2[CH:23]=[CH:24][CH:25]=[CH:26][CH:27]=2)[CH2:11][CH2:12][N:13]2[CH2:14][CH2:15][O:16][CH2:17][CH2:18]2)=[CH:4][C:3]=1[CH:35]([OH:36])[CH3:37], predict the reactants needed to synthesize it. The reactants are: [Cl:1][C:2]1[CH:7]=[CH:6][C:5]([NH:8][C:9](=[O:34])[N:10]([CH2:19][CH2:20][CH:21]([C:28]2[CH:33]=[CH:32][CH:31]=[CH:30][CH:29]=2)[C:22]2[CH:27]=[CH:26][CH:25]=[CH:24][CH:23]=2)[CH2:11][CH2:12][N:13]2[CH2:18][CH2:17][O:16][CH2:15][CH2:14]2)=[CH:4][C:3]=1[CH:35]=[O:36].[CH3:37]Br.[Mg].[Cl-].[NH4+].